From a dataset of Catalyst prediction with 721,799 reactions and 888 catalyst types from USPTO. Predict which catalyst facilitates the given reaction. (1) Reactant: [F:1][C:2]1[CH:3]=[C:4]2[C:8](=[CH:9][CH:10]=1)[NH:7][C:6](=[O:11])/[C:5]/2=[CH:12]\[C:13]1[NH:22][C:21]2[CH2:20][CH2:19][CH2:18][N:17]([CH2:23][C@H:24]([OH:32])[CH2:25][N:26]3[CH2:31][CH2:30][O:29][CH2:28][CH2:27]3)[C:16](=[O:33])[C:15]=2[C:14]=1[CH3:34].[C:35]([OH:43])(=[O:42])[C@H:36]([CH2:38][C:39]([OH:41])=[O:40])[OH:37]. Product: [C:35]([OH:43])(=[O:42])[CH:36]([CH2:38][C:39]([OH:41])=[O:40])[OH:37].[F:1][C:2]1[CH:3]=[C:4]2[C:8](=[CH:9][CH:10]=1)[NH:7][C:6](=[O:11])/[C:5]/2=[CH:12]\[C:13]1[NH:22][C:21]2[CH2:20][CH2:19][CH2:18][N:17]([CH2:23][C@H:24]([OH:32])[CH2:25][N:26]3[CH2:27][CH2:28][O:29][CH2:30][CH2:31]3)[C:16](=[O:33])[C:15]=2[C:14]=1[CH3:34]. The catalyst class is: 5. (2) Reactant: [CH2:1]([O:3][C:4]1[CH:12]=[CH:11][CH:10]=[C:9]([CH2:13][CH2:14][CH2:15][CH2:16][CH2:17][CH2:18][CH2:19][CH2:20][CH2:21][CH2:22][CH2:23][CH2:24][CH2:25][CH2:26][CH3:27])[C:5]=1[C:6](Cl)=[O:7])[CH3:2].[NH2:28][C:29]1[CH:36]=[CH:35][C:32]([C:33]#[N:34])=[C:31]([C:37]([F:40])([F:39])[F:38])[CH:30]=1.C(N(CC)CC)C. Product: [C:33]([C:32]1[CH:35]=[CH:36][C:29]([NH:28][C:6](=[O:7])[C:5]2[C:9]([CH2:13][CH2:14][CH2:15][CH2:16][CH2:17][CH2:18][CH2:19][CH2:20][CH2:21][CH2:22][CH2:23][CH2:24][CH2:25][CH2:26][CH3:27])=[CH:10][CH:11]=[CH:12][C:4]=2[O:3][CH2:1][CH3:2])=[CH:30][C:31]=1[C:37]([F:38])([F:39])[F:40])#[N:34]. The catalyst class is: 4. (3) Reactant: [C:1]([C:3](=[C:7](OCC)[CH2:8][CH3:9])[C:4]([NH2:6])=[O:5])#[N:2].[Cl:13][C:14]1[CH:19]=[C:18]([Cl:20])[CH:17]=[C:16]([Cl:21])[C:15]=1[NH:22][NH2:23].O. Product: [NH2:2][C:1]1[N:22]([C:15]2[C:14]([Cl:13])=[CH:19][C:18]([Cl:20])=[CH:17][C:16]=2[Cl:21])[N:23]=[C:7]([CH2:8][CH3:9])[C:3]=1[C:4]([NH2:6])=[O:5]. The catalyst class is: 5. (4) Reactant: [NH2:1][C:2]1[C:7]2[C:8](=[O:32])[N:9]([C:13]3[CH:18]=[CH:17][C:16]([N:19]4[CH2:23][CH2:22][N:21]([CH2:24][C:25]([O:27]CC)=[O:26])[C:20]4=[O:30])=[C:15]([CH3:31])[CH:14]=3)[CH2:10][CH2:11][O:12][C:6]=2[N:5]=[CH:4][N:3]=1.O[Li].O.Cl. Product: [NH2:1][C:2]1[C:7]2[C:8](=[O:32])[N:9]([C:13]3[CH:18]=[CH:17][C:16]([N:19]4[CH2:23][CH2:22][N:21]([CH2:24][C:25]([OH:27])=[O:26])[C:20]4=[O:30])=[C:15]([CH3:31])[CH:14]=3)[CH2:10][CH2:11][O:12][C:6]=2[N:5]=[CH:4][N:3]=1. The catalyst class is: 38.